Dataset: Reaction yield outcomes from USPTO patents with 853,638 reactions. Task: Predict the reaction yield, written as a fraction of the theoretical maximum amount of product (1.0 means a 100% yield; for example, 0.34 means a 34% yield). (1) The yield is 0.990. The product is [CH3:1][O:2][C:3]1[N:8]=[CH:7][C:6]([C:9]2[CH:13]=[C:12]([NH:14][CH2:15][C:16]3[CH:25]=[CH:24][C:19]([C:20]([OH:22])=[O:21])=[CH:18][CH:17]=3)[NH:11][N:10]=2)=[CH:5][CH:4]=1. The catalyst is O.CO. The reactants are [CH3:1][O:2][C:3]1[N:8]=[CH:7][C:6]([C:9]2[CH:13]=[C:12]([NH:14][CH2:15][C:16]3[CH:25]=[CH:24][C:19]([C:20]([O:22]C)=[O:21])=[CH:18][CH:17]=3)[NH:11][N:10]=2)=[CH:5][CH:4]=1.[OH-].[K+].C1COCC1.Cl. (2) The reactants are Cl[C:2]1[N:3]=[N:4][C:5]([C:8]#[C:9][C:10]2[CH:15]=[CH:14][CH:13]=[CH:12][CH:11]=2)=[CH:6][CH:7]=1.Cl.[NH2:17][CH2:18][CH2:19][C:20]([CH3:23])([OH:22])[CH3:21].C(N(CC)CC)C. The catalyst is N1C=CC=CC=1. The yield is 0.270. The product is [CH3:21][C:20]([OH:22])([CH2:19][CH2:18][NH:17][C:2]1[N:3]=[N:4][C:5]([C:8]#[C:9][C:10]2[CH:15]=[CH:14][CH:13]=[CH:12][CH:11]=2)=[CH:6][CH:7]=1)[CH3:23].